From a dataset of Full USPTO retrosynthesis dataset with 1.9M reactions from patents (1976-2016). Predict the reactants needed to synthesize the given product. (1) Given the product [Br:6][C:7]1[CH:8]=[C:9]([N:10]2[CH2:3][CH2:4][NH:5][S:15]2(=[O:16])=[O:19])[CH:11]=[CH:12][CH:13]=1, predict the reactants needed to synthesize it. The reactants are: Cl.Cl[CH2:3][CH2:4][NH2:5].[Br:6][C:7]1[CH:8]=[C:9]([CH:11]=[CH:12][CH:13]=1)[NH2:10].C[S:15](C)=[O:16].C([O-])([O-])=[O:19].[K+].[K+]. (2) Given the product [CH3:1][O:2][C:3]1[CH:4]=[CH:5][C:6]([CH2:7][C:8]2[O:12][N:11]=[C:10]([C:13]([OH:15])=[O:14])[CH:9]=2)=[CH:18][CH:19]=1, predict the reactants needed to synthesize it. The reactants are: [CH3:1][O:2][C:3]1[CH:19]=[CH:18][C:6]([CH2:7][C:8]2[O:12][N:11]=[C:10]([C:13]([O:15]CC)=[O:14])[CH:9]=2)=[CH:5][CH:4]=1.C(O)C.[OH-].[Na+]. (3) The reactants are: [Cl:1][C:2]1[CH:3]=[CH:4][C:5]([S:9][CH2:10][CH2:11][C:12]2[CH:17]=[CH:16][CH:15]=[CH:14][N:13]=2)=[C:6]([CH:8]=1)[NH2:7].[O:18]1[C:22]2[CH:23]=[CH:24][CH:25]=[CH:26][C:21]=2[CH:20]=[C:19]1[S:27](Cl)(=[O:29])=[O:28]. Given the product [Cl:1][C:2]1[CH:3]=[CH:4][C:5]([S:9][CH2:10][CH2:11][C:12]2[CH:17]=[CH:16][CH:15]=[CH:14][N:13]=2)=[C:6]([NH:7][S:27]([C:19]2[O:18][C:22]3[CH:23]=[CH:24][CH:25]=[CH:26][C:21]=3[CH:20]=2)(=[O:28])=[O:29])[CH:8]=1, predict the reactants needed to synthesize it.